This data is from Full USPTO retrosynthesis dataset with 1.9M reactions from patents (1976-2016). The task is: Predict the reactants needed to synthesize the given product. (1) The reactants are: [CH2:1]([O:8][C:9]([N:11]1[CH2:15][CH:14]([F:16])[C@:13]([CH3:24])([C:17]([O:19]C(C)(C)C)=[O:18])[CH2:12]1)=[O:10])[C:2]1[CH:7]=[CH:6][CH:5]=[CH:4][CH:3]=1.FC(F)(F)C(O)=O. Given the product [CH2:1]([O:8][C:9]([N:11]1[CH2:15][CH:14]([F:16])[C@:13]([CH3:24])([C:17]([OH:19])=[O:18])[CH2:12]1)=[O:10])[C:2]1[CH:7]=[CH:6][CH:5]=[CH:4][CH:3]=1, predict the reactants needed to synthesize it. (2) Given the product [F:1][C:2]1[CH:10]=[C:9]([N+:11]([O-:13])=[O:12])[CH:8]=[CH:7][C:3]=1[C:4]([N:16]([CH3:17])[CH3:15])=[O:5], predict the reactants needed to synthesize it. The reactants are: [F:1][C:2]1[CH:10]=[C:9]([N+:11]([O-:13])=[O:12])[CH:8]=[CH:7][C:3]=1[C:4](O)=[O:5].Cl.[CH3:15][NH:16][CH3:17].C1C=CC2N(O)N=NC=2C=1.CCN=C=NCCCN(C)C. (3) Given the product [Cl:12][C:13]1[C:21]2[C:20]3[C:22](=[O:26])[C:23](=[O:25])[NH:24][C:19]=3[CH:18]=[CH:17][C:16]=2[NH:15][N:14]=1.[Cl:12][C:13]1[C:21]2[C:20]3[C:22](=[N:34][NH:33][C:32]4[CH:31]=[CH:30][C:29]([S:35]([NH2:38])(=[O:36])=[O:37])=[CH:28][CH:27]=4)[C:23](=[O:25])[NH:24][C:19]=3[CH:18]=[CH:17][C:16]=2[NH:15][N:14]=1, predict the reactants needed to synthesize it. The reactants are: NC1C=C2C(=CC=1)NN=C2Cl.[Cl:12][C:13]1[C:21]2[C:20]3[C:22](=[O:26])[C:23](=[O:25])[NH:24][C:19]=3[CH:18]=[CH:17][C:16]=2[NH:15][N:14]=1.[CH:27]1[C:32]([NH:33][NH2:34])=[CH:31][CH:30]=[C:29]([S:35]([NH2:38])(=[O:37])=[O:36])[CH:28]=1.Cl. (4) Given the product [O:23]1[C:27]([C:28]([C:30]2[CH:31]=[CH:32][C:33]([O:36][CH:37]3[CH2:42][CH2:41][CH2:40][CH2:39][O:38]3)=[CH:34][CH:35]=2)=[O:29])=[CH:26][N:25]=[CH:24]1, predict the reactants needed to synthesize it. The reactants are: CC(OI1(OC(C)=O)(OC(C)=O)OC(=O)C2C=CC=CC1=2)=O.[O:23]1[C:27]([CH:28]([C:30]2[CH:35]=[CH:34][C:33]([O:36][CH:37]3[CH2:42][CH2:41][CH2:40][CH2:39][O:38]3)=[CH:32][CH:31]=2)[OH:29])=[CH:26][N:25]=[CH:24]1. (5) Given the product [C:1]([O:5][C:6]([NH:8][C@@H:9]([C:13]([SH:16])([CH3:15])[CH3:14])[C:10]([N:49]1[C@H:48]([C:46]([N:45]([CH2:58][C:59]2[CH:60]=[CH:61][C:62]([C:63]([O:65][CH3:66])=[O:64])=[CH:67][CH:68]=2)[C@@H:43]([C:38]2[CH:39]=[CH:40][CH:41]=[CH:42][C:37]=2[F:36])[CH3:44])=[O:47])[CH2:57][C:56]2[C:51](=[CH:52][CH:53]=[CH:54][CH:55]=2)[CH2:50]1)=[O:12])=[O:7])([CH3:2])([CH3:3])[CH3:4], predict the reactants needed to synthesize it. The reactants are: [C:1]([O:5][C:6]([NH:8][C@@H:9]([C:13]([SH:16])([CH3:15])[CH3:14])[C:10]([OH:12])=O)=[O:7])([CH3:4])([CH3:3])[CH3:2].O.[Cl-].COC1N=C(OC)N=C([N+]2(C)CCOCC2)N=1.[F:36][C:37]1[CH:42]=[CH:41][CH:40]=[CH:39][C:38]=1[C@H:43]([N:45]([CH2:58][C:59]1[CH:68]=[CH:67][C:62]([C:63]([O:65][CH3:66])=[O:64])=[CH:61][CH:60]=1)[C:46]([C@@H:48]1[CH2:57][C:56]2[C:51](=[CH:52][CH:53]=[CH:54][CH:55]=2)[CH2:50][NH:49]1)=[O:47])[CH3:44].C(O)(C(F)(F)F)=O.CCN(C(C)C)C(C)C.